This data is from Full USPTO retrosynthesis dataset with 1.9M reactions from patents (1976-2016). The task is: Predict the reactants needed to synthesize the given product. (1) Given the product [C:1]([O:5][C:6]([N:8]1[CH2:14][CH2:13][CH2:12][N:11]([CH2:28][C:29]2[CH:30]=[CH:31][C:32]([O:35][CH2:36][CH2:37][CH2:38][N:39]3[CH2:44][CH2:43][CH2:42][CH2:41][CH2:40]3)=[CH:33][CH:34]=2)[CH2:10][CH2:9]1)=[O:7])([CH3:4])([CH3:2])[CH3:3], predict the reactants needed to synthesize it. The reactants are: [C:1]([O:5][C:6]([N:8]1[CH2:14][CH2:13][CH2:12][NH:11][CH2:10][CH2:9]1)=[O:7])([CH3:4])([CH3:3])[CH3:2].C(OC(N1CCN([CH2:28][C:29]2[CH:34]=[CH:33][C:32]([O:35][CH2:36][CH2:37][CH2:38][N:39]3[CH2:44][CH2:43][CH2:42][CH2:41][CH2:40]3)=[CH:31][CH:30]=2)CC1)=O)(C)(C)C. (2) Given the product [Cl:1][CH2:2][CH:3]([C:5]1[CH:10]=[CH:9][CH:8]=[C:7]([Cl:11])[CH:6]=1)[OH:4], predict the reactants needed to synthesize it. The reactants are: [Cl:1][CH2:2][C:3]([C:5]1[CH:10]=[CH:9][CH:8]=[C:7]([Cl:11])[CH:6]=1)=[O:4].C(O)=O.C(N(CC)CC)C. (3) Given the product [C:16]([O:20][C:21]([NH:13][CH2:12][C:11]1[CH:14]=[CH:15][C:8]([C:6]2[N:7]=[C:3]([NH:2][CH3:1])[O:4][CH:5]=2)=[CH:9][CH:10]=1)=[O:22])([CH3:19])([CH3:18])[CH3:17], predict the reactants needed to synthesize it. The reactants are: [CH3:1][NH:2][C:3]1[O:4][CH:5]=[C:6]([C:8]2[CH:15]=[CH:14][C:11]([C:12]#[N:13])=[CH:10][CH:9]=2)[N:7]=1.[C:16]([O:20][C:21](O[C:21]([O:20][C:16]([CH3:19])([CH3:18])[CH3:17])=[O:22])=[O:22])([CH3:19])([CH3:18])[CH3:17].[BH4-].[Na+]. (4) Given the product [CH:9]1[C:17]2[C:16]3[CH:18]=[CH:19][CH:20]=[CH:21][C:15]=3[S:14][C:13]=2[C:12]([C:22]2[CH:23]=[C:24]([C:2]3[N:7]=[C:6]([C:42]4[CH:43]=[CH:26][CH:27]=[C:22]([C:12]5[C:13]6[S:14][C:15]7[CH:21]=[CH:20][CH:19]=[CH:18][C:16]=7[C:17]=6[CH:9]=[CH:10][CH:11]=5)[CH:41]=4)[CH:5]=[CH:4][N:3]=3)[CH:25]=[CH:26][CH:27]=2)=[CH:11][CH:10]=1, predict the reactants needed to synthesize it. The reactants are: Cl[C:2]1[N:7]=[C:6](Cl)[CH:5]=[CH:4][N:3]=1.[CH:9]1[C:17]2[C:16]3[CH:18]=[CH:19][CH:20]=[CH:21][C:15]=3[S:14][C:13]=2[C:12]([C:22]2[CH:23]=[C:24](B(O)O)[CH:25]=[CH:26][CH:27]=2)=[CH:11][CH:10]=1.C(=O)([O-])[O-].[Na+].[Na+].CN1[CH2:43][CH2:42][CH2:41]N(C)C1=O. (5) The reactants are: [CH3:1][N:2]([CH3:10])[C:3](=[O:9])[O:4][C:5]([CH3:8])(C)C.CN(C)[CH2:13][CH2:14]N(C)C.[CH:19]([Li])([CH2:21][CH3:22])[CH3:20].[CH2:24]1C[O:27][CH2:26][CH2:25]1. Given the product [CH3:1][N:2]1[CH2:10][CH:5]([C:8]2[O:27][C:26]([C:14]3[CH:13]=[CH:22][CH:21]=[CH:19][CH:20]=3)=[CH:25][CH:24]=2)[O:4][C:3]1=[O:9], predict the reactants needed to synthesize it. (6) Given the product [Cl:1][C:2]1[CH:3]=[CH:4][C:5]([C:16]#[C:17][Si:18]([CH3:19])([CH3:21])[CH3:20])=[C:6]([C:8]2[CH:13]=[CH:12][NH:11][C:10](=[O:14])[CH:9]=2)[CH:7]=1, predict the reactants needed to synthesize it. The reactants are: [Cl:1][C:2]1[CH:3]=[CH:4][C:5]([C:16]#[C:17][Si:18]([CH3:21])([CH3:20])[CH3:19])=[C:6]([C:8]2[CH:13]=[CH:12][N:11]=[C:10]([O:14]C)[CH:9]=2)[CH:7]=1.Cl.[NH+]1C=CC=CC=1. (7) Given the product [CH3:31][O:20][C:18](=[O:19])[C:12]1[CH:11]=[CH:16][C:15]([N+:1]([O-:4])=[O:2])=[C:14]([O:24][CH3:21])[C:13]=1[CH3:17], predict the reactants needed to synthesize it. The reactants are: [N+:1]([O-:4])(O)=[O:2].S(=O)(=O)(O)O.O[C:11]1[CH:16]=[CH:15][CH:14]=[C:13]([CH3:17])[C:12]=1[C:18]([OH:20])=[O:19].[C:21](=[O:24])([O-])[O-].[K+].[K+].S(OC)(O[CH3:31])(=O)=O.